This data is from Reaction yield outcomes from USPTO patents with 853,638 reactions. The task is: Predict the reaction yield, written as a fraction of the theoretical maximum amount of product (1.0 means a 100% yield; for example, 0.34 means a 34% yield). (1) The reactants are [OH:1][C:2]1[CH:7]=[CH:6][C:5]([C:8]2[C:9](=[O:23])[C:10]([CH3:22])([CH3:21])[O:11][C:12]=2[C:13]2[CH:18]=[CH:17][C:16]([O:19][CH3:20])=[CH:15][CH:14]=2)=[CH:4][CH:3]=1.C(=O)([O-])[O-].[Cs+].[Cs+].CN(C=O)C.[Cl:35][C:36]1[N:40]2[CH:41]=[CH:42][CH:43]=[CH:44][C:39]2=[N:38][C:37]=1[CH2:45]Cl. The catalyst is O. The product is [Cl:35][C:36]1[N:40]2[CH:41]=[CH:42][CH:43]=[CH:44][C:39]2=[N:38][C:37]=1[CH2:45][O:1][C:2]1[CH:3]=[CH:4][C:5]([C:8]2[C:9](=[O:23])[C:10]([CH3:21])([CH3:22])[O:11][C:12]=2[C:13]2[CH:18]=[CH:17][C:16]([O:19][CH3:20])=[CH:15][CH:14]=2)=[CH:6][CH:7]=1. The yield is 0.810. (2) The reactants are [Br:1][C:2]1[CH:10]=[C:9]2[C:5]([CH:6]=[CH:7][NH:8]2)=[CH:4][CH:3]=1.[H-].[Na+].[CH3:13][S:14](Cl)(=[O:16])=[O:15]. The catalyst is CN(C=O)C. The product is [Br:1][C:2]1[CH:10]=[C:9]2[C:5]([CH:6]=[CH:7][N:8]2[S:14]([CH3:13])(=[O:16])=[O:15])=[CH:4][CH:3]=1. The yield is 0.290.